From a dataset of Full USPTO retrosynthesis dataset with 1.9M reactions from patents (1976-2016). Predict the reactants needed to synthesize the given product. (1) Given the product [F:1][C:2]1[CH:7]=[C:6]2[C:5](=[CH:4][CH:3]=1)[NH:17][C:9](=[O:10])[CH:8]2[C:13]([O:15][CH3:16])=[O:14], predict the reactants needed to synthesize it. The reactants are: [F:1][C:2]1[CH:3]=[CH:4][C:5]([N+:17]([O-])=O)=[C:6]([CH:8]([C:13]([O:15][CH3:16])=[O:14])[C:9](OC)=[O:10])[CH:7]=1.[H][H]. (2) Given the product [CH:4]1([CH2:1][C:5]2[CH:14]=[CH:13][C:8]([C:9]([O:11][CH3:12])=[O:10])=[C:7]([CH3:15])[CH:6]=2)[CH2:3][CH2:2][CH2:18]1, predict the reactants needed to synthesize it. The reactants are: [CH:1]1([C:5]2[CH:14]=[CH:13][C:8]([C:9]([O:11][CH3:12])=[O:10])=[C:7]([CH2:15]C)[CH:6]=2)[CH2:4][CH2:3][CH2:2]1.Br[C:18]1C=CC(C(OC)=O)=C(C)C=1.C1(C[Mg]Br)CCC1.C1([Mg]Br)CCC1. (3) Given the product [CH3:22][N:14]1[C:15]2[N:16]=[CH:17][N:18]=[C:19]([NH2:21])[C:20]=2[C:12]([C:8]2[CH:7]=[C:6]3[C:11](=[CH:10][CH:9]=2)[N:3]([C:31](=[O:32])[CH2:30][C:25]2[CH:26]=[CH:27][CH:28]=[CH:29][C:24]=2[CH3:23])[CH2:4][CH2:5]3)=[CH:13]1, predict the reactants needed to synthesize it. The reactants are: Cl.Cl.[NH:3]1[C:11]2[C:6](=[CH:7][C:8]([C:12]3[C:20]4[C:19]([NH2:21])=[N:18][CH:17]=[N:16][C:15]=4[N:14]([CH3:22])[CH:13]=3)=[CH:9][CH:10]=2)[CH2:5][CH2:4]1.[CH3:23][C:24]1[CH:29]=[CH:28][CH:27]=[CH:26][C:25]=1[CH2:30][C:31](O)=[O:32].CN(C(ON1N=NC2C=CC=NC1=2)=[N+](C)C)C.F[P-](F)(F)(F)(F)F.CCN(C(C)C)C(C)C. (4) Given the product [NH2:19][C:17]1[N:18]=[C:13]([C:6]2[CH:7]=[CH:8][C:3]([CH2:2][OH:1])=[CH:4][CH:5]=2)[CH:14]=[C:15]([NH:20][CH3:21])[N:16]=1, predict the reactants needed to synthesize it. The reactants are: [OH:1][CH2:2][C:3]1[CH:8]=[CH:7][C:6](B(O)O)=[CH:5][CH:4]=1.I[C:13]1[N:18]=[C:17]([NH2:19])[N:16]=[C:15]([NH:20][CH3:21])[CH:14]=1.